Regression/Classification. Given a drug SMILES string, predict its absorption, distribution, metabolism, or excretion properties. Task type varies by dataset: regression for continuous measurements (e.g., permeability, clearance, half-life) or binary classification for categorical outcomes (e.g., BBB penetration, CYP inhibition). Dataset: cyp1a2_veith. From a dataset of CYP1A2 inhibition data for predicting drug metabolism from PubChem BioAssay. (1) The drug is CN(C)c1ncnc2ccc(-c3cccc(C#N)c3)cc12. The result is 1 (inhibitor). (2) The drug is CCc1cccc(CC)c1NC(=O)CN(CC(=O)O)CC(=O)O. The result is 0 (non-inhibitor). (3) The drug is Cc1nc(SCC(=O)c2ccc(F)cc2)c([N+](=O)[O-])[nH]1. The result is 1 (inhibitor). (4) The compound is COc1cc(NC(=O)COC(=O)c2nc3nc(C)cc(C)n3n2)cc(OC)c1. The result is 1 (inhibitor). (5) The molecule is CCOc1cc(C)ccc1OCc1nnc(SCC(=O)c2cccc([N+](=O)[O-])c2)n1CC. The result is 0 (non-inhibitor). (6) The compound is Cc1ccc(S(=O)(=O)N[C@H](C(=O)Oc2ccc3c(C(F)(F)F)cc(=O)oc3c2)c2ccccc2)cc1. The result is 1 (inhibitor).